This data is from Forward reaction prediction with 1.9M reactions from USPTO patents (1976-2016). The task is: Predict the product of the given reaction. (1) Given the reactants [Br:1][C:2]1[CH:3]=[CH:4][C:5]([S:8](Cl)(=[O:10])=[O:9])=[N:6][CH:7]=1.[CH3:12][N:13]1[CH2:18][CH2:17][NH:16][CH2:15][CH2:14]1.C([O-])(O)=O.[Na+], predict the reaction product. The product is: [Br:1][C:2]1[CH:3]=[CH:4][C:5]([S:8]([N:16]2[CH2:17][CH2:18][N:13]([CH3:12])[CH2:14][CH2:15]2)(=[O:10])=[O:9])=[N:6][CH:7]=1. (2) Given the reactants [C:1]1([C@H:11]([NH:13][CH:14]2[CH2:19][CH2:18][CH2:17][CH:16]([C:20](O)=O)[CH2:15]2)[CH3:12])[C:10]2[C:5](=[CH:6][CH:7]=[CH:8][CH:9]=2)[CH:4]=[CH:3][CH:2]=1.[F:23][C:24]1[CH:33]=[CH:32][C:27]([C:28]([NH:30][OH:31])=[NH:29])=[CH:26][CH:25]=1, predict the reaction product. The product is: [F:23][C:24]1[CH:33]=[CH:32][C:27]([C:28]2[N:29]=[C:20]([CH:16]3[CH2:17][CH2:18][CH2:19][CH:14]([NH:13][C@@H:11]([C:1]4[C:10]5[C:5](=[CH:6][CH:7]=[CH:8][CH:9]=5)[CH:4]=[CH:3][CH:2]=4)[CH3:12])[CH2:15]3)[O:31][N:30]=2)=[CH:26][CH:25]=1. (3) Given the reactants Cl[C:2]1[CH:3]=[CH:4][C:5]2[N:6]([C:8]([CH2:11][C:12]3[C:13]([F:23])=[C:14]4[C:18](=[CH:19][C:20]=3[F:21])[N:17]([CH3:22])[N:16]=[CH:15]4)=[CH:9][N:10]=2)[N:7]=1.[F-].[K+].[C:26]([N:29]1[CH2:34][CH2:33][NH:32][CH2:31][CH2:30]1)(=[O:28])[CH3:27], predict the reaction product. The product is: [F:23][C:13]1[C:12]([CH2:11][C:8]2[N:6]3[N:7]=[C:2]([N:32]4[CH2:33][CH2:34][N:29]([C:26](=[O:28])[CH3:27])[CH2:30][CH2:31]4)[CH:3]=[CH:4][C:5]3=[N:10][CH:9]=2)=[C:20]([F:21])[CH:19]=[C:18]2[C:14]=1[CH:15]=[N:16][N:17]2[CH3:22]. (4) Given the reactants N([C:3]1[CH:11]=[CH:10][CH:9]=[CH:8][C:4]=1[N:5]([CH3:7])[CH3:6])=O.C[N:13](C)C1C=CC=CC=1.N([O-])=O.[ClH:24], predict the reaction product. The product is: [NH2:13][C:10]1[CH:9]=[CH:8][C:4]([N:5]([CH3:7])[CH3:6])=[CH:3][CH:11]=1.[ClH:24]. (5) Given the reactants [CH:1]([C:3]1[CH:8]=[CH:7][CH:6]=[CH:5][C:4]=1[CH:9]=[CH2:10])=[CH2:2].C([O:15][C:16]1[CH:23]=[CH:22][C:19]([CH:20]=[CH2:21])=[CH:18][CH:17]=1)(C)(C)C.[CH2:24]=[CH:25][C:26]1[CH:31]=[CH:30][CH:29]=[CH:28][CH:27]=1.N(C(C)(C)C#N)=NC(C)(C)C#N.S(=O)(=O)(O)O.OC1C=CC(C=C)=CC=1, predict the reaction product. The product is: [CH:1]([C:3]1[CH:8]=[CH:7][CH:6]=[CH:5][C:4]=1[CH:9]=[CH2:10])=[CH2:2].[OH:15][C:16]1[CH:23]=[CH:22][C:19]([CH:20]=[CH2:21])=[CH:18][CH:17]=1.[CH2:24]=[CH:25][C:26]1[CH:31]=[CH:30][CH:29]=[CH:28][CH:27]=1. (6) The product is: [CH2:1]([O:8][C:9]1[CH:18]=[CH:17][C:16]([C@@H:19]([O:22][Si:28]([C:31]([CH3:34])([CH3:33])[CH3:32])([CH3:30])[CH3:29])[CH2:20][Br:21])=[CH:15][C:10]=1[C:11]([O:13][CH3:14])=[O:12])[C:2]1[CH:3]=[CH:4][CH:5]=[CH:6][CH:7]=1. Given the reactants [CH2:1]([O:8][C:9]1[CH:18]=[CH:17][C:16]([C@@H:19]([OH:22])[CH2:20][Br:21])=[CH:15][C:10]=1[C:11]([O:13][CH3:14])=[O:12])[C:2]1[CH:7]=[CH:6][CH:5]=[CH:4][CH:3]=1.N1C=CN=C1.[Si:28](Cl)([C:31]([CH3:34])([CH3:33])[CH3:32])([CH3:30])[CH3:29], predict the reaction product.